Dataset: Full USPTO retrosynthesis dataset with 1.9M reactions from patents (1976-2016). Task: Predict the reactants needed to synthesize the given product. Given the product [NH2:17][C:14]1[N:15]=[CH:16][C:11]2[CH:10]=[C:9]([C:3]3[C:4]([Cl:8])=[CH:5][CH:6]=[CH:7][C:2]=3[Cl:1])[N:29]([CH2:30][C@@H:31]3[CH2:36][CH2:35][CH2:34][N:33]([C:37]([O:39][C:40]([CH3:43])([CH3:42])[CH3:41])=[O:38])[CH2:32]3)[C:12]=2[N:13]=1, predict the reactants needed to synthesize it. The reactants are: [Cl:1][C:2]1[CH:7]=[CH:6][CH:5]=[C:4]([Cl:8])[C:3]=1[C:9]1[N:29]([CH2:30][C@@H:31]2[CH2:36][CH2:35][CH2:34][N:33]([C:37]([O:39][C:40]([CH3:43])([CH3:42])[CH3:41])=[O:38])[CH2:32]2)[C:12]2[N:13]=[C:14]([NH:17]CC3C=CC(OC)=C(OC)C=3)[N:15]=[CH:16][C:11]=2[CH:10]=1.C(C1C(=O)C(Cl)=C(Cl)C(=O)C=1C#N)#N.